This data is from Forward reaction prediction with 1.9M reactions from USPTO patents (1976-2016). The task is: Predict the product of the given reaction. (1) The product is: [Cl:24][C:19]1[CH:18]=[C:17]([CH:22]=[CH:21][C:20]=1[F:23])[CH2:16][N:12]1[CH2:13][CH2:14][C:15]2[C:10](=[C:9]([OH:26])[C:8](=[O:27])[NH:7][C:6]=2[C:4]([OH:5])=[O:3])[C:11]1=[O:25]. Given the reactants C([O:3][C:4]([C:6]1[NH:7][C:8](=[O:27])[C:9]([OH:26])=[C:10]2[C:15]=1[CH2:14][CH2:13][N:12]([CH2:16][C:17]1[CH:22]=[CH:21][C:20]([F:23])=[C:19]([Cl:24])[CH:18]=1)[C:11]2=[O:25])=[O:5])C.CCO.[OH-].[Na+].Cl, predict the reaction product. (2) Given the reactants [CH3:1][C:2]1[N:6]=[C:5]([C:7]2[NH:11][CH:10]=[N:9][C:8]=2[NH:12][CH2:13][CH2:14][CH2:15][CH2:16][CH3:17])[NH:4][N:3]=1.[C:18](Cl)(Cl)=[O:19].C1(C)C=CC=CC=1, predict the reaction product. The product is: [CH3:1][C:2]1[N:6]=[C:5]2[N:4]([C:18](=[O:19])[N:12]([CH2:13][CH2:14][CH2:15][CH2:16][CH3:17])[C:8]3[N:9]=[CH:10][NH:11][C:7]=32)[N:3]=1. (3) Given the reactants [OH:1][C@H:2]1[CH2:6][NH:5][C@@H:4]([C:7]([OH:9])=[O:8])[CH2:3]1.[CH3:10]O, predict the reaction product. The product is: [CH3:10][O:8][C:7]([C@H:4]1[CH2:3][C@@H:2]([OH:1])[CH2:6][NH:5]1)=[O:9]. (4) Given the reactants [Cl:1][C:2]1[C:7]([C:8]([O:10][CH3:11])=[O:9])=[C:6](Cl)[N:5]=[CH:4][N:3]=1.C(N(CC)CC)C.[F:20][C:21]1[CH:26]=[CH:25][CH:24]=[C:23]([F:27])[C:22]=1[OH:28], predict the reaction product. The product is: [Cl:1][C:2]1[C:7]([C:8]([O:10][CH3:11])=[O:9])=[C:6]([O:28][C:22]2[C:21]([F:20])=[CH:26][CH:25]=[CH:24][C:23]=2[F:27])[N:5]=[CH:4][N:3]=1. (5) The product is: [Cl:12][CH2:8][CH2:7][C:4]1[S:3][C:2]([NH2:1])=[N:6][CH:5]=1. Given the reactants [NH2:1][C:2]1[S:3][C:4]([CH2:7][CH2:8]O)=[CH:5][N:6]=1.O=S(Cl)[Cl:12], predict the reaction product. (6) Given the reactants [Br:1][C:2]1[CH:15]=[CH:14][C:5]([C:6]([NH:8][CH2:9][C:10]([F:13])([F:12])[F:11])=[O:7])=[C:4]([CH2:16]O)[CH:3]=1.C([Mg]Cl)(C)C.[Li+].[Cl-].CN(C)P(Cl)(N(C)C)=O, predict the reaction product. The product is: [Br:1][C:2]1[CH:3]=[C:4]2[C:5](=[CH:14][CH:15]=1)[C:6](=[O:7])[N:8]([CH2:9][C:10]([F:13])([F:12])[F:11])[CH2:16]2. (7) The product is: [F:29][C:30]1[CH:38]=[C:37]2[C:33]([CH:34]=[CH:35][N:36]2[CH2:2][C:3]2[CH:8]=[CH:7][C:6]([C:9]3[C:10]([NH:15][S:16]([C:19]4[CH:24]=[CH:23][CH:22]=[CH:21][C:20]=4[C:25]([F:28])([F:27])[F:26])(=[O:18])=[O:17])=[N:11][CH:12]=[CH:13][N:14]=3)=[CH:5][CH:4]=2)=[CH:32][CH:31]=1. Given the reactants Cl[CH2:2][C:3]1[CH:8]=[CH:7][C:6]([C:9]2[C:10]([NH:15][S:16]([C:19]3[CH:24]=[CH:23][CH:22]=[CH:21][C:20]=3[C:25]([F:28])([F:27])[F:26])(=[O:18])=[O:17])=[N:11][CH:12]=[CH:13][N:14]=2)=[CH:5][CH:4]=1.[F:29][C:30]1[CH:38]=[C:37]2[C:33]([CH:34]=[CH:35][NH:36]2)=[CH:32][CH:31]=1, predict the reaction product.